This data is from Catalyst prediction with 721,799 reactions and 888 catalyst types from USPTO. The task is: Predict which catalyst facilitates the given reaction. (1) Reactant: ClC(Cl)(Cl)CO[C:5](=[O:33])[NH:6][C:7]1[N:8]([C:16]2[CH:21]=[CH:20][C:19]([Cl:22])=[C:18]([O:23][CH2:24][CH2:25][O:26][CH:27]3[CH2:32][CH2:31][CH2:30][CH2:29][O:28]3)[CH:17]=2)[N:9]=[C:10]([C:12]([CH3:15])([CH3:14])[CH3:13])[CH:11]=1.[CH3:36][C@H:37]1[CH2:41][CH2:40][CH2:39][N:38]1[C:42]1[N:46]2[CH:47]=[C:48]([O:51][C@H:52]3[C:61]4[C:56](=[CH:57][CH:58]=[CH:59][CH:60]=4)[C@@H:55]([NH2:62])[CH2:54][CH2:53]3)[CH:49]=[CH:50][C:45]2=[N:44][N:43]=1.CCN(C(C)C)C(C)C. Product: [C:12]([C:10]1[CH:11]=[C:7]([NH:6][C:5]([NH:62][C@@H:55]2[C:56]3[C:61](=[CH:60][CH:59]=[CH:58][CH:57]=3)[C@H:52]([O:51][C:48]3[CH:49]=[CH:50][C:45]4[N:46]([C:42]([N:38]5[CH2:39][CH2:40][CH2:41][C@@H:37]5[CH3:36])=[N:43][N:44]=4)[CH:47]=3)[CH2:53][CH2:54]2)=[O:33])[N:8]([C:16]2[CH:21]=[CH:20][C:19]([Cl:22])=[C:18]([O:23][CH2:24][CH2:25][O:26][CH:27]3[CH2:32][CH2:31][CH2:30][CH2:29][O:28]3)[CH:17]=2)[N:9]=1)([CH3:13])([CH3:14])[CH3:15]. The catalyst class is: 258. (2) Reactant: [CH:1]1([C:4]2[CH:8]=[C:7]([NH2:9])[N:6]([CH3:10])[N:5]=2)[CH2:3][CH2:2]1.[F:11][C:12]1[CH:17]=[C:16]([O:18][C:19]2[CH:24]=[CH:23][N:22]=[C:21]([C:25]3[CH:26]=[N:27][N:28]([CH3:30])[CH:29]=3)[CH:20]=2)[CH:15]=[CH:14][C:13]=1[NH:31][C:32](=O)[O:33]C(C)=C.C1CCN2C(=NCCC2)CC1. Product: [CH:1]1([C:4]2[CH:8]=[C:7]([NH:9][C:32]([NH:31][C:13]3[CH:14]=[CH:15][C:16]([O:18][C:19]4[CH:24]=[CH:23][N:22]=[C:21]([C:25]5[CH:26]=[N:27][N:28]([CH3:30])[CH:29]=5)[CH:20]=4)=[CH:17][C:12]=3[F:11])=[O:33])[N:6]([CH3:10])[N:5]=2)[CH2:3][CH2:2]1. The catalyst class is: 12. (3) Reactant: [F:1][C:2]1[C:7]2[O:8][CH2:9][CH2:10][NH:11][C:6]=2[CH:5]=[C:4]([B:12]2[O:16][C:15]([CH3:18])([CH3:17])[C:14]([CH3:20])([CH3:19])[O:13]2)[CH:3]=1.C([O-])([O-])=O.[K+].[K+].N#N.[CH2:29](Br)[CH:30]=[CH2:31]. Product: [CH2:31]([N:11]1[CH2:10][CH2:9][O:8][C:7]2[C:2]([F:1])=[CH:3][C:4]([B:12]3[O:16][C:15]([CH3:18])([CH3:17])[C:14]([CH3:20])([CH3:19])[O:13]3)=[CH:5][C:6]1=2)[CH:30]=[CH2:29]. The catalyst class is: 18. (4) Reactant: [Cl:1][C:2]1[CH:7]=[CH:6][CH:5]=[CH:4][C:3]=1[CH:8]([O:10][C:11](=[O:34])[NH:12][C:13]1[C:14]([CH3:33])=[N:15][O:16][C:17]=1[C:18]1[CH:23]=[CH:22][C:21](B2OC(C)(C)C(C)(C)O2)=[CH:20][CH:19]=1)[CH3:9].C([O:37][C:38](=[O:47])[CH2:39][C:40]1[CH:41]=[N:42][CH:43]=[C:44](Br)[CH:45]=1)C. Product: [Cl:1][C:2]1[CH:7]=[CH:6][CH:5]=[CH:4][C:3]=1[CH:8]([O:10][C:11]([NH:12][C:13]1[C:14]([CH3:33])=[N:15][O:16][C:17]=1[C:18]1[CH:19]=[CH:20][C:21]([C:44]2[CH:45]=[C:40]([CH2:39][C:38]([OH:47])=[O:37])[CH:41]=[N:42][CH:43]=2)=[CH:22][CH:23]=1)=[O:34])[CH3:9]. The catalyst class is: 235. (5) Reactant: Br[C:2]1[N:3]([CH:18]2[CH2:23][CH2:22][CH2:21][CH2:20][O:19]2)[C:4]2[C:9]([N:10]=1)=[C:8]([NH2:11])[N:7]=[C:6]([O:12][CH2:13][CH2:14][CH:15]([CH3:17])[CH3:16])[N:5]=2.[CH3:24][O-:25].[Na+]. Product: [CH3:16][CH:15]([CH3:17])[CH2:14][CH2:13][O:12][C:6]1[N:5]=[C:4]2[C:9]([N:10]=[C:2]([O:25][CH3:24])[N:3]2[CH:18]2[CH2:23][CH2:22][CH2:21][CH2:20][O:19]2)=[C:8]([NH2:11])[N:7]=1. The catalyst class is: 25. (6) Product: [CH3:23][C:19]1[CH:18]=[C:17]([O:8][C:5]2[CH:6]=[CH:7][C:2]([NH2:1])=[CH:3][CH:4]=2)[CH:22]=[CH:21][N:20]=1. Reactant: [NH2:1][C:2]1[CH:7]=[CH:6][C:5]([OH:8])=[CH:4][CH:3]=1.O.CC(C)([O-])C.[K+].Cl[C:17]1[CH:22]=[CH:21][N:20]=[C:19]([CH3:23])[CH:18]=1. The catalyst class is: 80.